Dataset: Full USPTO retrosynthesis dataset with 1.9M reactions from patents (1976-2016). Task: Predict the reactants needed to synthesize the given product. (1) Given the product [Cl:20][C:5]1[C:6]([NH:8][C:9]2[CH:18]=[C:17]([F:19])[CH:16]=[CH:15][C:10]=2[C:11]([NH:13][CH3:14])=[O:12])=[CH:7][C:2]([NH:28][C:27]2[N:23]([CH2:21][CH3:22])[N:24]=[C:25]([CH3:29])[CH:26]=2)=[N:3][CH:4]=1, predict the reactants needed to synthesize it. The reactants are: Cl[C:2]1[CH:7]=[C:6]([NH:8][C:9]2[CH:18]=[C:17]([F:19])[CH:16]=[CH:15][C:10]=2[C:11]([NH:13][CH3:14])=[O:12])[C:5]([Cl:20])=[CH:4][N:3]=1.[CH2:21]([N:23]1[C:27]([NH2:28])=[CH:26][C:25]([CH3:29])=[N:24]1)[CH3:22].C(=O)([O-])[O-].[Cs+].[Cs+].CC1(C)C2C(=C(P(C3C=CC=CC=3)C3C=CC=CC=3)C=CC=2)OC2C(P(C3C=CC=CC=3)C3C=CC=CC=3)=CC=CC1=2. (2) Given the product [CH3:42][C:41]([N+:1]([O-:4])=[O:2])([CH3:43])[CH2:25][C:26]([C:28]1[CH:33]=[CH:32][CH:31]=[CH:30][CH:29]=1)=[O:27], predict the reactants needed to synthesize it. The reactants are: [N+:1]([O-:4])([O-])=[O:2].[NH4+].[Ce+4].[N+]([O-])([O-])=O.[N+]([O-])([O-])=O.[N+]([O-])([O-])=O.[N+]([O-])([O-])=O.C[Si](C)(C)[O:25][C:26]([C:28]1[CH:33]=[CH:32][CH:31]=[CH:30][CH:29]=1)=[CH2:27].[OH-].[K+].[N+]([CH:41]([CH3:43])[CH3:42])([O-])=O.